Dataset: Catalyst prediction with 721,799 reactions and 888 catalyst types from USPTO. Task: Predict which catalyst facilitates the given reaction. (1) Reactant: [OH2:1].O.O.O.O.[Cl-:6].[CH3:7][C:8]1[SH+:9][CH:10]=[CH:11][CH:12]=[CH:13][CH:14]=[CH:15][CH:16]=1. Product: [OH2:1].[OH2:1].[Cl-:6].[CH3:7][C:8]1[SH+:9][CH:10]=[CH:11][CH:12]=[CH:13][CH:14]=[CH:15][CH:16]=1. The catalyst class is: 10. (2) Reactant: O/[CH:2]=[C:3](\[CH2:8][C:9]1[CH:10]=[N:11][CH:12]=[N:13][CH:14]=1)/[C:4]([O:6]C)=O.[C:15](=[NH:37])([O:17][CH2:18][CH2:19][C:20]1[CH:25]=[CH:24][C:23]([O:26][C:27]2[CH:32]=[CH:31][CH:30]=[C:29]([C:33]([F:36])([F:35])[F:34])[CH:28]=2)=[CH:22][CH:21]=1)[NH2:16].C([O-])([O-])=O.[K+].[K+]. The catalyst class is: 37. Product: [O:6]=[C:4]1[C:3]([CH2:8][C:9]2[CH:10]=[N:11][CH:12]=[N:13][CH:14]=2)=[CH:2][NH:37][C:15]([O:17][CH2:18][CH2:19][C:20]2[CH:21]=[CH:22][C:23]([O:26][C:27]3[CH:32]=[CH:31][CH:30]=[C:29]([C:33]([F:34])([F:35])[F:36])[CH:28]=3)=[CH:24][CH:25]=2)=[N:16]1. (3) The catalyst class is: 119. Product: [C:12]([N:8]1[C:9]2[C:5](=[CH:4][C:3]([O:2][CH3:1])=[CH:11][CH:10]=2)[CH2:6][CH2:7]1)(=[O:14])[CH3:13]. Reactant: [CH3:1][O:2][C:3]1[CH:4]=[C:5]2[C:9](=[CH:10][CH:11]=1)[NH:8][CH2:7][CH2:6]2.[C:12](OC(=O)C)(=[O:14])[CH3:13]. (4) Reactant: N(C(OCC)=O)=NC(OCC)=O.Cl.[F:14][C:15]1[CH:34]=[C:33]([CH3:35])[C:32]([O:36][C:37]([O:39][CH3:40])=[O:38])=[CH:31][C:16]=1[NH:17][C:18]1[C:27]2[C:22](=[CH:23][C:24]([OH:30])=[C:25]([O:28][CH3:29])[CH:26]=2)[N:21]=[CH:20][N:19]=1.C1(P(C2C=CC=CC=2)C2C=CC=CC=2)C=CC=CC=1.[N:60]1[CH:65]=[CH:64][C:63]([CH2:66][CH2:67]O)=[CH:62][CH:61]=1. Product: [F:14][C:15]1[CH:34]=[C:33]([CH3:35])[C:32]([O:36][C:37]([O:39][CH3:40])=[O:38])=[CH:31][C:16]=1[NH:17][C:18]1[C:27]2[C:22](=[CH:23][C:24]([O:30][CH2:67][CH2:66][C:63]3[CH:64]=[CH:65][N:60]=[CH:61][CH:62]=3)=[C:25]([O:28][CH3:29])[CH:26]=2)[N:21]=[CH:20][N:19]=1. The catalyst class is: 2. (5) Reactant: C1(C[O:8][CH2:9][CH2:10]/[CH:11]=[CH:12]\[C:13]2[N:14]=[CH:15][N:16]([C:18]([C:31]3[CH:36]=[CH:35][CH:34]=[CH:33][CH:32]=3)([C:25]3[CH:30]=[CH:29][CH:28]=[CH:27][CH:26]=3)[C:19]3[CH:24]=[CH:23][CH:22]=[CH:21][CH:20]=3)[CH:17]=2)C=CC=CC=1.Cl. Product: [C:31]1([C:18]([C:19]2[CH:20]=[CH:21][CH:22]=[CH:23][CH:24]=2)([C:25]2[CH:26]=[CH:27][CH:28]=[CH:29][CH:30]=2)[N:16]2[CH:17]=[C:13]([CH2:12][CH2:11][CH2:10][CH2:9][OH:8])[N:14]=[CH:15]2)[CH:36]=[CH:35][CH:34]=[CH:33][CH:32]=1. The catalyst class is: 29. (6) Product: [CH3:1][C:2]1[CH:7]=[C:6]([CH2:8][CH2:9][C:10]([O:12][C:13]([CH3:16])([CH3:15])[CH3:14])=[O:11])[CH:5]=[CH:4][N:3]=1. The catalyst class is: 129. Reactant: [CH3:1][C:2]1[CH:7]=[C:6](/[CH:8]=[CH:9]/[C:10]([O:12][C:13]([CH3:16])([CH3:15])[CH3:14])=[O:11])[CH:5]=[CH:4][N:3]=1.